This data is from Full USPTO retrosynthesis dataset with 1.9M reactions from patents (1976-2016). The task is: Predict the reactants needed to synthesize the given product. (1) Given the product [N:1]([CH2:4][C@@H:5]1[CH2:10][N:9]([C:11]([O:13][C:14]([CH3:17])([CH3:16])[CH3:15])=[O:12])[C:8]2[CH:18]=[CH:19][CH:20]=[C:21]([C:28]3[CH:29]=[C:24]([Cl:23])[CH:25]=[CH:26][C:27]=3[Cl:30])[C:7]=2[O:6]1)=[N+:2]=[N-:3], predict the reactants needed to synthesize it. The reactants are: [N:1]([CH2:4][C@@H:5]1[CH2:10][N:9]([C:11]([O:13][C:14]([CH3:17])([CH3:16])[CH3:15])=[O:12])[C:8]2[CH:18]=[CH:19][CH:20]=[C:21](Br)[C:7]=2[O:6]1)=[N+:2]=[N-:3].[Cl:23][C:24]1[CH:29]=[CH:28][C:27]([Cl:30])=[CH:26][C:25]=1B(O)O.C(=O)([O-])[O-].[Na+].[Na+]. (2) Given the product [Cl:1][C:2]1[CH:7]=[C:6]([CH2:8][OH:9])[CH:5]=[C:4]([O:12][CH3:13])[N:3]=1, predict the reactants needed to synthesize it. The reactants are: [Cl:1][C:2]1[CH:7]=[C:6]([C:8](OC)=[O:9])[CH:5]=[C:4]([O:12][CH3:13])[N:3]=1.[Li+].[BH4-]. (3) Given the product [CH3:16][C:8]1[C:7]2[O:6][CH:5]=[CH:4][C:12]=2[C:11]([N+:13]([O-:15])=[O:14])=[CH:10][CH:9]=1, predict the reactants needed to synthesize it. The reactants are: O.CO[CH:4](OC)[CH2:5][O:6][C:7]1[CH:12]=[C:11]([N+:13]([O-:15])=[O:14])[CH:10]=[CH:9][C:8]=1[CH3:16]. (4) Given the product [CH3:1][O:2][C:3](=[O:33])[CH2:4][CH2:5][C:6]([C:11]1[CH:20]=[CH:19][C:18]2[C:13](=[CH:14][CH:15]=[C:16]([O:22][C@H:23]3[CH2:28][CH2:27][C@@H:26]([C:29]([F:32])([F:30])[F:31])[CH2:25][CH2:24]3)[C:17]=2[I:21])[CH:12]=1)([N+:8]([O-:10])=[O:9])[CH3:7], predict the reactants needed to synthesize it. The reactants are: [CH3:1][O:2][C:3](=[O:33])[CH2:4][CH2:5][C:6]([C:11]1[CH:20]=[CH:19][C:18]2[C:13](=[CH:14][CH:15]=[C:16]([O:22][C@H:23]3[CH2:28][CH2:27][C@H:26]([C:29]([F:32])([F:31])[F:30])[CH2:25][CH2:24]3)[C:17]=2[I:21])[CH:12]=1)([N+:8]([O-:10])=[O:9])[CH3:7].[N+](C(C1C=CC2C(=CC=C(O[C@H]3CC[C@@H](C(F)(F)F)CC3)C=2)C=1)(C)CCC(O)=O)([O-])=O. (5) Given the product [Cl:1][C:2]1[N:6]2[CH:7]=[C:8]([C:15]3[CH:16]=[N:17][CH:18]=[CH:19][CH:20]=3)[CH:9]=[C:10]([C:11]([F:12])([F:13])[F:14])[C:5]2=[N:4][C:3]=1[C:21]([N:29]1[CH2:30][CH2:31][CH:32]([N:35]2[CH2:39][CH2:38][O:37][C:36]2=[O:40])[CH2:33][CH2:34]1)=[O:22], predict the reactants needed to synthesize it. The reactants are: [Cl:1][C:2]1[N:6]2[CH:7]=[C:8]([C:15]3[CH:16]=[N:17][CH:18]=[CH:19][CH:20]=3)[CH:9]=[C:10]([C:11]([F:14])([F:13])[F:12])[C:5]2=[N:4][C:3]=1[C:21](OC)=[O:22].[OH-].[Na+].Cl.Cl.[NH:29]1[CH2:34][CH2:33][CH:32]([N:35]2[CH2:39][CH2:38][O:37][C:36]2=[O:40])[CH2:31][CH2:30]1.C(N(C(C)C)C(C)C)C.F[P-](F)(F)(F)(F)F.CN(C(ON1C2=NC=CC=C2N=N1)=[N+](C)C)C. (6) Given the product [CH3:20][O:19][C:12]1[CH:13]=[CH:14][CH:15]=[C:16]([O:17][CH3:18])[C:11]=1[CH:2]1[N:1]([CH2:31][C:22]2[CH:23]=[CH:24][C:25]3[C:30](=[CH:29][CH:28]=[CH:27][CH:26]=3)[N:21]=2)[C:7](=[O:9])[CH2:6][CH2:5][CH2:4][CH2:3]1, predict the reactants needed to synthesize it. The reactants are: [NH2:1][CH:2]([C:11]1[C:16]([O:17][CH3:18])=[CH:15][CH:14]=[CH:13][C:12]=1[O:19][CH3:20])[CH2:3][CH2:4][CH2:5][CH2:6][C:7]([O:9]C)=O.[N:21]1[C:30]2[C:25](=[CH:26][CH:27]=[CH:28][CH:29]=2)[CH:24]=[CH:23][C:22]=1[CH:31]=O. (7) Given the product [C:61]1([OH:62])[CH:56]=[CH:57][CH:58]=[CH:59][CH:60]=1.[CH:6]([Cl:18])([Cl:15])[Cl:14], predict the reactants needed to synthesize it. The reactants are: OP([O-])([O-])=S.[CH2:6](O)C(N)(CO)CO.[ClH:14].[Cl-:15].[K+].[Mg+2].[Cl-:18].[Cl-].C(N(CC(O)=O)CC(O)=O)CN(CC(O)=O)CC(O)=O.C(S)[C@@H](O)[C@H](O)CS.[Na+].[Cl-].CCCCCC[CH2:56][CH2:57][CH2:58][CH2:59][CH2:60][CH2:61][O:62]S([O-])(=O)=O.[Na+]. (8) Given the product [C:16]([C:24]1[CH:34]=[CH:33][CH:27]=[CH:26][CH:25]=1)(=[O:23])[C:17]1[CH:22]=[CH:21][CH:20]=[CH:19][CH:18]=1, predict the reactants needed to synthesize it. The reactants are: C1CCC(N=C=NC2CCCCC2)CC1.[C:16]([C:24]1[CH:34]=[CH:33][C:27](OCC(O)=O)=[CH:26][CH:25]=1)(=[O:23])[C:17]1[CH:22]=[CH:21][CH:20]=[CH:19][CH:18]=1.